From a dataset of Full USPTO retrosynthesis dataset with 1.9M reactions from patents (1976-2016). Predict the reactants needed to synthesize the given product. (1) Given the product [I:11][C:10]1[CH:9]=[C:5]([CH:4]=[C:3]([I:12])[CH:2]=1)[C:6]([OH:8])=[O:7], predict the reactants needed to synthesize it. The reactants are: N[C:2]1[C:10]([I:11])=[CH:9][C:5]([C:6]([OH:8])=[O:7])=[CH:4][C:3]=1[I:12].N(OC(C)(C)C)=O.C(O)(=O)C1C=CC=CC=1.Cl. (2) Given the product [CH3:17][C:18]1[CH:23]=[CH:22][C:21]([CH3:24])=[CH:20][C:19]=1[N:25]1[CH2:26][CH2:27][N:28]([C:12](=[O:14])[C@H:11]([NH:10][S:7]([C:1]2[CH:2]=[CH:3][CH:4]=[CH:5][CH:6]=2)(=[O:8])=[O:9])[CH2:15][OH:16])[CH2:29][CH2:30]1, predict the reactants needed to synthesize it. The reactants are: [C:1]1([S:7]([NH:10][C@H:11]([CH2:15][OH:16])[C:12]([OH:14])=O)(=[O:9])=[O:8])[CH:6]=[CH:5][CH:4]=[CH:3][CH:2]=1.[CH3:17][C:18]1[CH:23]=[CH:22][C:21]([CH3:24])=[CH:20][C:19]=1[N:25]1[CH2:30][CH2:29][NH:28][CH2:27][CH2:26]1. (3) Given the product [CH2:6]([N:13]1[CH2:18][CH2:17][C:16](=[O:19])[NH:20][CH2:15][CH2:14]1)[C:7]1[CH:12]=[CH:11][CH:10]=[CH:9][CH:8]=1, predict the reactants needed to synthesize it. The reactants are: S(=O)(=O)(O)O.[CH2:6]([N:13]1[CH2:18][CH2:17][C:16](=[O:19])[CH2:15][CH2:14]1)[C:7]1[CH:12]=[CH:11][CH:10]=[CH:9][CH:8]=1.[N-:20]=[N+]=[N-].[Na+].[OH-].[Na+]. (4) The reactants are: [H-].[H-].[H-].[H-].[Li+].[Al+3].C([O:9][C:10](=O)[C:11]([CH2:24][O:25][CH2:26][C:27]1[CH:32]=[CH:31][CH:30]=[CH:29][CH:28]=1)([C:17]1[CH:22]=[CH:21][C:20]([Br:23])=[CH:19][CH:18]=1)[C:12](OCC)=[O:13])C. Given the product [CH2:26]([O:25][CH2:24][C:11]([C:17]1[CH:18]=[CH:19][C:20]([Br:23])=[CH:21][CH:22]=1)([CH2:10][OH:9])[CH2:12][OH:13])[C:27]1[CH:28]=[CH:29][CH:30]=[CH:31][CH:32]=1, predict the reactants needed to synthesize it. (5) Given the product [Cl:1][C:2]1[CH:3]=[CH:4][C:5]([O:6][CH:7]2[CH2:10][N:9]([CH2:11][CH2:12][C@H:13]([NH:17][C:27]([NH:28][C:29]3[N:30]([CH3:36])[N:31]=[C:32]([CH2:34][CH3:35])[CH:33]=3)=[O:26])[CH2:14][O:15][CH3:16])[CH2:8]2)=[CH:18][CH:19]=1, predict the reactants needed to synthesize it. The reactants are: [Cl:1][C:2]1[CH:19]=[CH:18][C:5]([O:6][CH:7]2[CH2:10][N:9]([CH2:11][CH2:12][C@H:13]([NH2:17])[CH2:14][O:15][CH3:16])[CH2:8]2)=[CH:4][CH:3]=1.C1([O:26][C:27](=O)[NH:28][C:29]2[N:30]([CH3:36])[N:31]=[C:32]([CH2:34][CH3:35])[CH:33]=2)C=CC=CC=1. (6) Given the product [Br:63][C:60]1[CH:61]=[CH:62][C:57]([CH2:56][C@H:48]([NH:47][C:10]([C:8]2[S:9][C:5]([C:1]([CH3:2])([CH3:3])[CH3:4])=[CH:6][CH:7]=2)=[O:12])[C:49]([NH:51][S:52]([CH3:55])(=[O:54])=[O:53])=[O:50])=[CH:58][CH:59]=1, predict the reactants needed to synthesize it. The reactants are: [C:1]([C:5]1[S:9][C:8]([C:10]([OH:12])=O)=[CH:7][CH:6]=1)([CH3:4])([CH3:3])[CH3:2].CCN(C(C)C)C(C)C.CN(C(ON1N=NC2C=CC=NC1=2)=[N+](C)C)C.F[P-](F)(F)(F)(F)F.Cl.[NH2:47][C@@H:48]([CH2:56][C:57]1[CH:62]=[CH:61][C:60]([Br:63])=[CH:59][CH:58]=1)[C:49]([NH:51][S:52]([CH3:55])(=[O:54])=[O:53])=[O:50].